Dataset: Forward reaction prediction with 1.9M reactions from USPTO patents (1976-2016). Task: Predict the product of the given reaction. (1) Given the reactants [CH:1]1([S:11][C:12]2[CH:13]=[C:14]([N:18]3[C:27](=[O:28])[C:26]4[C:21](=[CH:22][CH:23]=[CH:24][CH:25]=4)[NH:20][C:19]3=[O:29])[CH:15]=[CH:16][CH:17]=2)[C:10]2[C:5](=[CH:6][CH:7]=[CH:8][CH:9]=2)[CH2:4][CH2:3][CH2:2]1.ClC1C=CC=C(C(OO)=[O:38])C=1.O, predict the reaction product. The product is: [CH:1]1([S:11]([C:12]2[CH:13]=[C:14]([N:18]3[C:27](=[O:28])[C:26]4[C:21](=[CH:22][CH:23]=[CH:24][CH:25]=4)[NH:20][C:19]3=[O:29])[CH:15]=[CH:16][CH:17]=2)=[O:38])[C:10]2[C:5](=[CH:6][CH:7]=[CH:8][CH:9]=2)[CH2:4][CH2:3][CH2:2]1. (2) The product is: [CH3:1][O:2][C:3]1[CH:8]=[CH:7][CH:6]=[CH:5][C:4]=1[C:9]1[N:14]=[CH:13][N:12]=[C:11]([NH:15][C:30](=[O:31])[CH2:29][C:23]2[CH:28]=[CH:27][CH:26]=[CH:25][CH:24]=2)[CH:10]=1. Given the reactants [CH3:1][O:2][C:3]1[CH:8]=[CH:7][CH:6]=[CH:5][C:4]=1[C:9]1[N:14]=[CH:13][N:12]=[C:11]([NH2:15])[CH:10]=1.CCN(CC)CC.[C:23]1([CH2:29][C:30](Cl)=[O:31])[CH:28]=[CH:27][CH:26]=[CH:25][CH:24]=1, predict the reaction product. (3) Given the reactants Br[C:2]1[CH:3]=[C:4]([CH:16]=[O:17])[C:5]([N:8]2[CH2:13][C@@H:12]([CH3:14])[O:11][C@@H:10]([CH3:15])[CH2:9]2)=[N:6][CH:7]=1.C([Sn](CCCC)(CCCC)[C:23]1[CH:28]=[CH:27][N:26]=[N:25][CH:24]=1)CCC, predict the reaction product. The product is: [CH3:15][C@H:10]1[O:11][C@@H:12]([CH3:14])[CH2:13][N:8]([C:5]2[C:4]([CH:16]=[O:17])=[CH:3][C:2]([C:23]3[CH:28]=[CH:27][N:26]=[N:25][CH:24]=3)=[CH:7][N:6]=2)[CH2:9]1. (4) The product is: [Cl:28][C:29]1[CH:34]=[CH:33][CH:32]=[CH:31][C:30]=1[C:7]1[CH:8]=[CH:9][C:10]2[N:11]([N:13]=[CH:14][C:15]=2[C:16]2[CH:21]=[CH:20][N:19]=[C:18]([NH:22][CH:23]3[CH2:25][CH2:24]3)[N:17]=2)[N:12]=1. Given the reactants FC(F)(F)S(O[C:7]1[CH:8]=[CH:9][C:10]2[N:11]([N:13]=[CH:14][C:15]=2[C:16]2[CH:21]=[CH:20][N:19]=[C:18]([NH:22][CH:23]3[CH2:25][CH2:24]3)[N:17]=2)[N:12]=1)(=O)=O.[Cl:28][C:29]1[CH:34]=[CH:33][CH:32]=[CH:31][C:30]=1B(O)O.C([O-])([O-])=O.[Na+].[Na+].O, predict the reaction product.